From a dataset of NCI-60 drug combinations with 297,098 pairs across 59 cell lines. Regression. Given two drug SMILES strings and cell line genomic features, predict the synergy score measuring deviation from expected non-interaction effect. (1) Drug 1: CC1=CC2C(CCC3(C2CCC3(C(=O)C)OC(=O)C)C)C4(C1=CC(=O)CC4)C. Drug 2: C1=NC(=NC(=O)N1C2C(C(C(O2)CO)O)O)N. Cell line: HOP-92. Synergy scores: CSS=0.144, Synergy_ZIP=1.66, Synergy_Bliss=1.24, Synergy_Loewe=-14.1, Synergy_HSA=-7.00. (2) Drug 1: CC1=C(C(CCC1)(C)C)C=CC(=CC=CC(=CC(=O)O)C)C. Cell line: NCI-H322M. Synergy scores: CSS=-2.33, Synergy_ZIP=-0.779, Synergy_Bliss=-1.50, Synergy_Loewe=-3.06, Synergy_HSA=-3.06. Drug 2: C1=CN(C=N1)CC(O)(P(=O)(O)O)P(=O)(O)O. (3) Drug 1: CCCCC(=O)OCC(=O)C1(CC(C2=C(C1)C(=C3C(=C2O)C(=O)C4=C(C3=O)C=CC=C4OC)O)OC5CC(C(C(O5)C)O)NC(=O)C(F)(F)F)O. Drug 2: CC1CCC2CC(C(=CC=CC=CC(CC(C(=O)C(C(C(=CC(C(=O)CC(OC(=O)C3CCCCN3C(=O)C(=O)C1(O2)O)C(C)CC4CCC(C(C4)OC)O)C)C)O)OC)C)C)C)OC. Cell line: HCC-2998. Synergy scores: CSS=55.6, Synergy_ZIP=9.21, Synergy_Bliss=7.77, Synergy_Loewe=6.19, Synergy_HSA=5.20.